Dataset: Forward reaction prediction with 1.9M reactions from USPTO patents (1976-2016). Task: Predict the product of the given reaction. (1) The product is: [ClH:30].[ClH:30].[ClH:30].[N:17]1([CH2:16][CH2:15][CH2:14][CH2:13][NH:12][C:10]([C:2]2[NH:1][C:9]3[CH:8]=[CH:7][N:6]=[CH:5][C:4]=3[CH:3]=2)=[O:11])[CH2:22][CH2:21][NH:20][CH2:19][CH2:18]1. Given the reactants [NH:1]1[C:9]2[CH:8]=[CH:7][N:6]=[CH:5][C:4]=2[CH:3]=[C:2]1[C:10]([NH:12][CH2:13][CH2:14][CH2:15][CH2:16][N:17]1[CH2:22][CH2:21][N:20](C(OC(C)(C)C)=O)[CH2:19][CH2:18]1)=[O:11].[ClH:30].O1CCOCC1, predict the reaction product. (2) Given the reactants [N:1]1[CH:6]=[C:5]([C:7]([NH:9][C:10]2([C:13]([OH:15])=O)[CH2:12][CH2:11]2)=[O:8])[CH:4]=[N:3][CH:2]=1.[NH2:16][CH2:17][C:18]1[N:23]=[CH:22][C:21]([NH:24][C:25]2[CH:30]=[CH:29][C:28]([CH3:31])=[CH:27][C:26]=2[Cl:32])=[CH:20][CH:19]=1.CN(C(ON1N=NC2C=CC=CC1=2)=[N+](C)C)C.[B-](F)(F)(F)F.C(N(C(C)C)CC)(C)C, predict the reaction product. The product is: [Cl:32][C:26]1[CH:27]=[C:28]([CH3:31])[CH:29]=[CH:30][C:25]=1[NH:24][C:21]1[CH:20]=[CH:19][C:18]([CH2:17][NH:16][C:13]([C:10]2([NH:9][C:7]([C:5]3[CH:4]=[N:3][CH:2]=[N:1][CH:6]=3)=[O:8])[CH2:11][CH2:12]2)=[O:15])=[N:23][CH:22]=1. (3) Given the reactants [CH3:1][C:2]1[N:7]=[C:6]([C:8]2([C:20]#[N:21])[CH2:13][CH2:12][N:11]([S:14]([CH2:17][CH2:18][CH3:19])(=[O:16])=[O:15])[CH2:10][CH2:9]2)[CH:5]=[CH:4][CH:3]=1, predict the reaction product. The product is: [CH3:1][C:2]1[N:7]=[C:6]([C:8]2([CH2:20][NH2:21])[CH2:9][CH2:10][N:11]([S:14]([CH2:17][CH2:18][CH3:19])(=[O:16])=[O:15])[CH2:12][CH2:13]2)[CH:5]=[CH:4][CH:3]=1. (4) The product is: [CH3:24][C:25]1([CH3:37])[O:29][C@H:28]([CH2:30][N:31]2[CH:35]=[CH:34][C:33]([NH:36][C:11](=[O:13])[C@@H:10]([N:8]3[CH2:9][C:5]([O:4][C:3]4[CH:20]=[CH:21][CH:22]=[CH:23][C:2]=4[Cl:1])=[CH:6][C:7]3=[O:19])[CH2:14][C:15]([F:18])([F:17])[CH3:16])=[N:32]2)[CH2:27][O:26]1. Given the reactants [Cl:1][C:2]1[CH:23]=[CH:22][CH:21]=[CH:20][C:3]=1[O:4][C:5]1[CH2:9][N:8]([C@@H:10]([CH2:14][C:15]([F:18])([F:17])[CH3:16])[C:11]([OH:13])=O)[C:7](=[O:19])[CH:6]=1.[CH3:24][C:25]1([CH3:37])[O:29][C@H:28]([CH2:30][N:31]2[CH:35]=[CH:34][C:33]([NH2:36])=[N:32]2)[CH2:27][O:26]1.C(N(CC)C(C)C)(C)C.F[P-](F)(F)(F)(F)F.N1(O[P+](N(C)C)(N(C)C)N(C)C)C2C=CC=CC=2N=N1, predict the reaction product. (5) Given the reactants C(OC(=O)[NH:7][CH2:8][CH:9]1[CH2:13][CH2:12][N:11]([C:14](=[O:29])[CH2:15][CH:16]([C:23]2[CH:28]=[CH:27][CH:26]=[CH:25][CH:24]=2)[C:17]2[CH:22]=[CH:21][CH:20]=[CH:19][CH:18]=2)[CH2:10]1)(C)(C)C.C(O)(C(F)(F)F)=O, predict the reaction product. The product is: [NH2:7][CH2:8][CH:9]1[CH2:13][CH2:12][N:11]([C:14](=[O:29])[CH2:15][CH:16]([C:17]2[CH:18]=[CH:19][CH:20]=[CH:21][CH:22]=2)[C:23]2[CH:24]=[CH:25][CH:26]=[CH:27][CH:28]=2)[CH2:10]1. (6) Given the reactants FC(F)(F)C(O)=O.[NH2:8][C@H:9]([C:20]([CH3:23])([CH3:22])[CH3:21])[C:10]([N:12]1[CH2:16][CH2:15][C:14]([F:19])([C:17]#[N:18])[CH2:13]1)=[O:11].Cl.N[C@H](C(C)(C)C)C(N1CCCC1)=O.[CH2:38]([N:40]1[CH:44]=[C:43]([C:45]2[N:50]=[C:49]3[C:51]([C:62](O)=[O:63])=[CH:52][N:53](COCC[Si](C)(C)C)[C:48]3=[N:47][CH:46]=2)[CH:42]=[N:41]1)[CH3:39], predict the reaction product. The product is: [C:17]([C:14]1([F:19])[CH2:15][CH2:16][N:12]([C:10]([C@H:9]([NH:8][C:62]([C:51]2[C:49]3[C:48](=[N:47][CH:46]=[C:45]([C:43]4[CH:42]=[N:41][N:40]([CH2:38][CH3:39])[CH:44]=4)[N:50]=3)[NH:53][CH:52]=2)=[O:63])[C:20]([CH3:23])([CH3:22])[CH3:21])=[O:11])[CH2:13]1)#[N:18].